Dataset: Forward reaction prediction with 1.9M reactions from USPTO patents (1976-2016). Task: Predict the product of the given reaction. Given the reactants [F:1][C:2]1[CH:3]=[C:4]([C:14]2[C:15]([CH3:36])=[C:16]([CH:32]=[CH:33][C:34]=2[CH3:35])[CH2:17][NH:18][C:19]2[CH:31]=[CH:30][C:22]3[C@H:23]([CH2:26][C:27]([OH:29])=[O:28])[CH2:24][O:25][C:21]=3[CH:20]=2)[CH:5]=[N:6][C:7]=1[N:8]1[CH2:13][CH2:12][O:11][CH2:10][CH2:9]1.[OH-].[Na+:38].C(#N)C, predict the reaction product. The product is: [F:1][C:2]1[CH:3]=[C:4]([C:14]2[C:15]([CH3:36])=[C:16]([CH:32]=[CH:33][C:34]=2[CH3:35])[CH2:17][NH:18][C:19]2[CH:31]=[CH:30][C:22]3[C@H:23]([CH2:26][C:27]([O-:29])=[O:28])[CH2:24][O:25][C:21]=3[CH:20]=2)[CH:5]=[N:6][C:7]=1[N:8]1[CH2:13][CH2:12][O:11][CH2:10][CH2:9]1.[Na+:38].